This data is from Reaction yield outcomes from USPTO patents with 853,638 reactions. The task is: Predict the reaction yield, written as a fraction of the theoretical maximum amount of product (1.0 means a 100% yield; for example, 0.34 means a 34% yield). (1) The reactants are [CH3:1][C:2]1[CH:3]=[C:4]([CH:9]=[CH:10][C:11]#[N:12])[CH:5]=[CH:6][C:7]=1[CH3:8].CS(O)(=O)=O. The catalyst is C1COCC1.[Pd]. The product is [CH3:1][C:2]1[CH:3]=[C:4]([CH2:9][CH2:10][CH2:11][NH2:12])[CH:5]=[CH:6][C:7]=1[CH3:8]. The yield is 0.670. (2) The reactants are [CH3:1][O:2][C:3]([C@H:5]1[C@H:10]([CH3:11])[O:9][C@@H:8]([CH3:12])[CH2:7][N:6]1[S:13][C:14]1[CH:19]=[CH:18][C:17]([OH:20])=[CH:16][CH:15]=1)=[O:4].[CH3:21][C:22]1[CH:29]=[CH:28][CH:27]=[CH:26][C:23]=1[CH2:24]Br.C(=O)([O-])[O-].[Cs+].[Cs+].C(OCC)C. The catalyst is CN(C)C=O.C(OCC)(=O)C. The product is [CH3:1][O:2][C:3]([C@H:5]1[C@H:10]([CH3:11])[O:9][C@@H:8]([CH3:12])[CH2:7][N:6]1[S:13][C:14]1[CH:15]=[CH:16][C:17]([O:20][CH2:21][C:22]2[CH:29]=[CH:28][CH:27]=[CH:26][C:23]=2[CH3:24])=[CH:18][CH:19]=1)=[O:4]. The yield is 0.480. (3) The reactants are [Cl-].O[NH3+:3].[C:4](=[O:7])([O-])[OH:5].[Na+].[CH2:9]([N:16]1[CH2:21][CH2:20][CH:19]([N:22]2[C:27](=[O:28])[C:26]([CH2:29][C:30]3[CH:35]=[CH:34][C:33]([C:36]4[C:37]([C:42]#[N:43])=[CH:38][CH:39]=[CH:40][CH:41]=4)=[CH:32][CH:31]=3)=[C:25]([CH2:44][CH2:45][CH3:46])[N:24]3[N:47]=[CH:48][N:49]=[C:23]23)[CH2:18][CH2:17]1)[C:10]1[CH:15]=[CH:14][CH:13]=[CH:12][CH:11]=1. The catalyst is CS(C)=O.C(OCC)(=O)C. The product is [CH2:9]([N:16]1[CH2:21][CH2:20][CH:19]([N:22]2[C:27](=[O:28])[C:26]([CH2:29][C:30]3[CH:35]=[CH:34][C:33]([C:36]4[CH:41]=[CH:40][CH:39]=[CH:38][C:37]=4[C:42]4[NH:3][C:4](=[O:7])[O:5][N:43]=4)=[CH:32][CH:31]=3)=[C:25]([CH2:44][CH2:45][CH3:46])[N:24]3[N:47]=[CH:48][N:49]=[C:23]23)[CH2:18][CH2:17]1)[C:10]1[CH:15]=[CH:14][CH:13]=[CH:12][CH:11]=1. The yield is 0.160. (4) The reactants are [C:1]([O:5][C:6]([NH:8][C@@H:9]1[C@H:14]([NH:15][C:16]2[N:21]=[C:20]([C:22]3[S:26][N:25]=[C:24]([CH:27]=[CH2:28])[CH:23]=3)[C:19]3[C:29](=[O:39])[N:30]([C:32]([O:34][C:35]([CH3:38])([CH3:37])[CH3:36])=[O:33])[CH2:31][C:18]=3[C:17]=2[F:40])[CH2:13][CH2:12][O:11][CH2:10]1)=[O:7])([CH3:4])([CH3:3])[CH3:2]. The catalyst is CO.[Pd]. The product is [C:1]([O:5][C:6]([NH:8][C@@H:9]1[C@H:14]([NH:15][C:16]2[N:21]=[C:20]([C:22]3[S:26][N:25]=[C:24]([CH2:27][CH3:28])[CH:23]=3)[C:19]3[C:29](=[O:39])[N:30]([C:32]([O:34][C:35]([CH3:38])([CH3:37])[CH3:36])=[O:33])[CH2:31][C:18]=3[C:17]=2[F:40])[CH2:13][CH2:12][O:11][CH2:10]1)=[O:7])([CH3:3])([CH3:2])[CH3:4]. The yield is 0.940. (5) The catalyst is C1(C)C=CC=CC=1.CCOC(C)=O. The yield is 0.517. The reactants are [OH:1][N:2]=[C:3](Cl)[C:4]1[CH:9]=[CH:8][C:7]([N+:10]([O-:12])=[O:11])=[CH:6][CH:5]=1.[C:14]([O:18][CH2:19][CH3:20])(=[O:17])[C:15]#[CH:16].CCN(CC)CC. The product is [CH2:19]([O:18][C:14]([C:15]1[O:1][N:2]=[C:3]([C:4]2[CH:9]=[CH:8][C:7]([N+:10]([O-:12])=[O:11])=[CH:6][CH:5]=2)[CH:16]=1)=[O:17])[CH3:20]. (6) The reactants are [CH2:1]([S:8][C:9]1[CH:10]=[C:11]2[C:16](=[CH:17][CH:18]=1)[N:15]([C:19]1[CH:24]=[C:23]([F:25])[C:22](Br)=[CH:21][C:20]=1[O:27][CH3:28])[C:14](=[O:29])[CH:13]=[CH:12]2)[C:2]1[CH:7]=[CH:6][CH:5]=[CH:4][CH:3]=1.[F:30][C:31]1[CH:32]=[C:33](B(O)O)[CH:34]=[CH:35][CH:36]=1.P([O-])([O-])([O-])=O.[K+].[K+].[K+]. The catalyst is C1C=CC(P(C2C=CC=CC=2)[C-]2C=CC=C2)=CC=1.C1C=CC(P(C2C=CC=CC=2)[C-]2C=CC=C2)=CC=1.Cl[Pd]Cl.[Fe+2].CCOC(C)=O.CCCCCCC. The product is [CH2:1]([S:8][C:9]1[CH:10]=[C:11]2[C:16](=[CH:17][CH:18]=1)[N:15]([C:19]1[C:20]([O:27][CH3:28])=[CH:21][C:22]([C:35]3[CH:34]=[CH:33][CH:32]=[C:31]([F:30])[CH:36]=3)=[C:23]([F:25])[CH:24]=1)[C:14](=[O:29])[CH:13]=[CH:12]2)[C:2]1[CH:7]=[CH:6][CH:5]=[CH:4][CH:3]=1. The yield is 0.746. (7) The reactants are [Br:1][C:2]1[CH:10]=[C:9]2[C:5]([C:6]3([CH2:16][CH2:15][C:14](OCCCl)([O:17][CH2:18][CH2:19]Cl)[CH2:13][CH2:12]3)[C:7](=[O:11])[NH:8]2)=[CH:4][CH:3]=1.C[Si](Cl)(C)C.[NH:30]1[CH2:35][CH2:34][O:33][CH2:32][CH2:31]1.[I-].[Na+]. The catalyst is ClCCl.CN(C=O)C.O.C(=O)([O-])O.[Na+].[BH4-].[Zn+2].[BH4-].C(OCC)(=O)C. The product is [Br:1][C:2]1[CH:10]=[C:9]2[C:5]([C:6]3([CH2:12][CH2:13][CH:14]([O:17][CH2:18][CH2:19][N:30]4[CH2:35][CH2:34][O:33][CH2:32][CH2:31]4)[CH2:15][CH2:16]3)[C:7](=[O:11])[NH:8]2)=[CH:4][CH:3]=1. The yield is 0.280. (8) The reactants are [CH3:1][O:2][C:3]1[C:4](=[O:38])[C:5]([CH3:37])=[C:6]([CH2:12][C:13]2[CH:14]=[CH:15][C:16]([O:33]C(=O)C)=[C:17]([CH:32]=2)[C:18]([NH:20][C:21]2[CH:26]=[CH:25][C:24]([N:27]3[CH:31]=[CH:30][N:29]=[CH:28]3)=[CH:23][CH:22]=2)=[O:19])[C:7](=[O:11])[C:8]=1[O:9][CH3:10].C(=O)([O-])O.[Na+]. The catalyst is CO.O. The product is [CH3:1][O:2][C:3]1[C:4](=[O:38])[C:5]([CH3:37])=[C:6]([CH2:12][C:13]2[CH:14]=[CH:15][C:16]([OH:33])=[C:17]([CH:32]=2)[C:18]([NH:20][C:21]2[CH:26]=[CH:25][C:24]([N:27]3[CH:31]=[CH:30][N:29]=[CH:28]3)=[CH:23][CH:22]=2)=[O:19])[C:7](=[O:11])[C:8]=1[O:9][CH3:10]. The yield is 0.980.